Dataset: Forward reaction prediction with 1.9M reactions from USPTO patents (1976-2016). Task: Predict the product of the given reaction. (1) The product is: [Cl:1][C:2]1[CH:7]=[C:6]([S:8][C:9]2[CH:10]=[CH:11][C:12]([N:15]([S:34]([CH3:33])(=[O:36])=[O:35])[S:34]([CH3:33])(=[O:36])=[O:35])=[CH:13][CH:14]=2)[CH:5]=[CH:4][C:3]=1[NH:16][C:17](=[O:25])[C:18]([O:21][C:22](=[O:24])[CH3:23])([CH3:20])[CH3:19]. Given the reactants [Cl:1][C:2]1[CH:7]=[C:6]([S:8][C:9]2[CH:14]=[CH:13][C:12]([NH2:15])=[CH:11][CH:10]=2)[CH:5]=[CH:4][C:3]=1[NH:16][C:17](=[O:25])[C:18]([O:21][C:22](=[O:24])[CH3:23])([CH3:20])[CH3:19].C(N(CC)CC)C.[CH3:33][S:34](Cl)(=[O:36])=[O:35], predict the reaction product. (2) Given the reactants [CH:1]1([CH2:7][CH:8]([N:19]2[C:28](=[O:29])[C:27]3[C:22](=[CH:23][CH:24]=[C:25]([F:30])[CH:26]=3)[N:21]=[CH:20]2)[C:9]([NH:11][C:12]2[S:13][C:14]([CH:17]=O)=[CH:15][N:16]=2)=[O:10])[CH2:6][CH2:5][CH2:4][CH2:3][CH2:2]1.[NH:31]([CH2:34][CH3:35])[CH2:32][CH3:33].CC([O-])=O.[Na+].[BH3-]C#N.[Na+], predict the reaction product. The product is: [CH:1]1([CH2:7][CH:8]([N:19]2[C:28](=[O:29])[C:27]3[C:22](=[CH:23][CH:24]=[C:25]([F:30])[CH:26]=3)[N:21]=[CH:20]2)[C:9]([NH:11][C:12]2[S:13][C:14]([CH2:17][N:31]([CH2:34][CH3:35])[CH2:32][CH3:33])=[CH:15][N:16]=2)=[O:10])[CH2:2][CH2:3][CH2:4][CH2:5][CH2:6]1. (3) Given the reactants Cl[C:2]1[N:10]=[CH:9][CH:8]=[CH:7][C:3]=1[C:4]([OH:6])=[O:5].[NH2:11][C:12]1[CH:13]=[C:14]([CH:30]=[CH:31][CH:32]=1)[CH2:15][O:16][C:17]1[CH:22]=[CH:21][C:20]([C:23](=[O:25])[CH3:24])=[C:19]([OH:26])[C:18]=1[CH2:27][CH2:28][CH3:29], predict the reaction product. The product is: [C:23]([C:20]1[CH:21]=[CH:22][C:17]([O:16][CH2:15][C:14]2[CH:13]=[C:12]([NH:11][C:2]3[N:10]=[CH:9][CH:8]=[CH:7][C:3]=3[C:4]([OH:6])=[O:5])[CH:32]=[CH:31][CH:30]=2)=[C:18]([CH2:27][CH2:28][CH3:29])[C:19]=1[OH:26])(=[O:25])[CH3:24]. (4) The product is: [CH2:1]([C:18]1[CH:19]=[C:20]([C:33]2[N:38]=[C:37]([CH3:39])[N:36]=[C:35]([N:40]([CH2:50][C:51]3[CH:56]=[CH:55][C:54]([O:57][CH3:58])=[CH:53][CH:52]=3)[CH2:41][C:42]3[CH:47]=[CH:46][C:45]([O:48][CH3:49])=[CH:44][CH:43]=3)[N:34]=2)[C:21]([NH:24][C:25]2[CH:26]=[N:27][C:28]([O:31][CH3:32])=[CH:29][CH:30]=2)=[N:22][CH:23]=1)[C:2]1[CH:7]=[CH:6][CH:5]=[CH:4][CH:3]=1. Given the reactants [CH2:1](B1OC(C)(C)C(C)(C)O1)[C:2]1[CH:7]=[CH:6][CH:5]=[CH:4][CH:3]=1.Cl[C:18]1[CH:19]=[C:20]([C:33]2[N:38]=[C:37]([CH3:39])[N:36]=[C:35]([N:40]([CH2:50][C:51]3[CH:56]=[CH:55][C:54]([O:57][CH3:58])=[CH:53][CH:52]=3)[CH2:41][C:42]3[CH:47]=[CH:46][C:45]([O:48][CH3:49])=[CH:44][CH:43]=3)[N:34]=2)[C:21]([NH:24][C:25]2[CH:26]=[N:27][C:28]([O:31][CH3:32])=[CH:29][CH:30]=2)=[N:22][CH:23]=1.C1(P(C2CCCCC2)C2C=CC=CC=2C2C(C(C)C)=CC(C(C)C)=CC=2C(C)C)CCCCC1.C(=O)([O-])[O-].[Na+].[Na+], predict the reaction product. (5) Given the reactants FC(F)(F)S(O[C:7]1[CH:8]=[CH:9][CH:10]=[C:11]2[C:16]=1[N:15]=[C:14]([C:17]1[N:21]3[CH:22]=[CH:23][CH:24]=[CH:25][C:20]3=[N:19][N:18]=1)[CH:13]=[CH:12]2)(=O)=O.[NH2:28][CH:29]1[CH2:34][CH2:33][N:32]([C:35]([O:37][C:38]([CH3:41])([CH3:40])[CH3:39])=[O:36])[CH2:31][CH2:30]1.C1C=CC(P(C2C(C3C(P(C4C=CC=CC=4)C4C=CC=CC=4)=CC=C4C=3C=CC=C4)=C3C(C=CC=C3)=CC=2)C2C=CC=CC=2)=CC=1.C(=O)([O-])[O-].[Cs+].[Cs+], predict the reaction product. The product is: [N:19]1[N:18]=[C:17]([C:14]2[CH:13]=[CH:12][C:11]3[C:16](=[C:7]([NH:28][CH:29]4[CH2:30][CH2:31][N:32]([C:35]([O:37][C:38]([CH3:41])([CH3:40])[CH3:39])=[O:36])[CH2:33][CH2:34]4)[CH:8]=[CH:9][CH:10]=3)[N:15]=2)[N:21]2[CH:22]=[CH:23][CH:24]=[CH:25][C:20]=12. (6) The product is: [NH3:21].[C:16]([S:19][CH2:10][CH2:9][C@@H:11]([NH:21][C@H:22]([C:32]1[CH:37]=[CH:36][C:35]([Cl:38])=[CH:34][CH:33]=1)[C@@H:23]([C:25]1[CH:30]=[CH:29][CH:28]=[C:27]([Cl:31])[CH:26]=1)[OH:24])[CH2:13][CH3:14])([CH3:18])([CH3:17])[CH3:15]. Given the reactants [O-]P([O-])([O-])=O.[K+].[K+].[K+].[CH:9]([C:11]([CH2:13][CH3:14])=O)=[CH2:10].[CH3:15][C:16]([SH:19])([CH3:18])[CH3:17].Cl.[NH2:21][C@H:22]([C:32]1[CH:37]=[CH:36][C:35]([Cl:38])=[CH:34][CH:33]=1)[C@@H:23]([C:25]1[CH:30]=[CH:29][CH:28]=[C:27]([Cl:31])[CH:26]=1)[OH:24].C([BH3-])#N.[Na+].CC(O)=O, predict the reaction product.